This data is from Full USPTO retrosynthesis dataset with 1.9M reactions from patents (1976-2016). The task is: Predict the reactants needed to synthesize the given product. (1) Given the product [Cl:28][CH2:27][CH2:26][CH2:25][C:3]1([C:1]#[N:2])[CH2:6][N:5]([C:7]([O:9][C:10]([CH3:13])([CH3:12])[CH3:11])=[O:8])[CH2:4]1, predict the reactants needed to synthesize it. The reactants are: [C:1]([CH:3]1[CH2:6][N:5]([C:7]([O:9][C:10]([CH3:13])([CH3:12])[CH3:11])=[O:8])[CH2:4]1)#[N:2].C[Si]([N-][Si](C)(C)C)(C)C.[Li+].Br[CH2:25][CH2:26][CH2:27][Cl:28]. (2) Given the product [Cl:5][C:6]1[CH:12]=[CH:11][C:9]([NH:10][NH2:1])=[CH:8][C:7]=1[O:13][CH3:14], predict the reactants needed to synthesize it. The reactants are: [N:1]([O-])=O.[Na+].[Cl:5][C:6]1[CH:12]=[CH:11][C:9]([NH2:10])=[CH:8][C:7]=1[O:13][CH3:14].[Sn](Cl)(Cl)(Cl)Cl. (3) Given the product [Cl:34][C:9]1[C:8]([C:3]2[CH:4]=[CH:5][CH:6]=[CH:7][C:2]=2[F:1])=[CH:17][C:16]2[C:11](=[CH:12][CH:13]=[N:14][C:15]=2[C:18]2[CH:19]=[N:20][N:21]([CH2:23][O:24][CH2:25][CH2:26][Si:27]([CH3:30])([CH3:29])[CH3:28])[CH:22]=2)[N:10]=1, predict the reactants needed to synthesize it. The reactants are: [F:1][C:2]1[CH:7]=[CH:6][CH:5]=[CH:4][C:3]=1[C:8]1[C:9](=O)[NH:10][C:11]2[C:16]([CH:17]=1)=[C:15]([C:18]1[CH:19]=[N:20][N:21]([CH2:23][O:24][CH2:25][CH2:26][Si:27]([CH3:30])([CH3:29])[CH3:28])[CH:22]=1)[N:14]=[CH:13][CH:12]=2.O=P(Cl)(Cl)[Cl:34]. (4) Given the product [F:1][C:2]([F:17])([F:18])[CH:3]([CH2:10][C:11]1[CH:16]=[CH:15][CH:14]=[CH:13][CH:12]=1)[CH2:4][C:5]([OH:7])=[O:6], predict the reactants needed to synthesize it. The reactants are: [F:1][C:2]([F:18])([F:17])[CH:3]([CH2:10][C:11]1[CH:16]=[CH:15][CH:14]=[CH:13][CH:12]=1)[CH2:4][C:5]([O:7]CC)=[O:6].[OH-].[Na+]. (5) Given the product [ClH:3].[CH3:37][N:7]([CH3:6])[C:8]1([C:30]2[CH:35]=[CH:34][CH:33]=[C:32]([F:36])[CH:31]=2)[CH2:13][CH2:12][C:11](=[CH:14][C:15]([NH:17][CH:18]([CH3:29])[CH2:19][C:20]2[C:28]3[C:23](=[CH:24][CH:25]=[CH:26][CH:27]=3)[NH:22][CH:21]=2)=[O:16])[CH2:10][CH2:9]1, predict the reactants needed to synthesize it. The reactants are: C[Si](C)(C)[Cl:3].[CH3:6][N:7]([CH3:37])[C:8]1([C:30]2[CH:35]=[CH:34][CH:33]=[C:32]([F:36])[CH:31]=2)[CH2:13][CH2:12][C:11](=[CH:14][C:15]([NH:17][CH:18]([CH3:29])[CH2:19][C:20]2[C:28]3[C:23](=[CH:24][CH:25]=[CH:26][CH:27]=3)[NH:22][CH:21]=2)=[O:16])[CH2:10][CH2:9]1. (6) Given the product [CH2:16]([O:18][C:19]1[CH:28]=[C:27]([C:3]2[CH:4]=[CH:5][CH:6]=[CH:7][C:2]=2[F:1])[CH:26]=[CH:25][C:20]=1[C:21]([O:23][CH3:24])=[O:22])[CH3:17], predict the reactants needed to synthesize it. The reactants are: [F:1][C:2]1[CH:7]=[CH:6][CH:5]=[CH:4][C:3]=1B(O)O.[F-].[Cs+].ClCCl.[CH2:16]([O:18][C:19]1[CH:28]=[C:27](I)[CH:26]=[CH:25][C:20]=1[C:21]([O:23][CH3:24])=[O:22])[CH3:17]. (7) The reactants are: [N+:1]([C:4]1[CH:9]=[CH:8][C:7]([N:10]2[CH2:15][CH2:14][N:13]([CH2:16][C@@H:17]([OH:19])[CH3:18])[CH2:12][CH2:11]2)=[CH:6][CH:5]=1)([O-])=O.[H][H]. Given the product [NH2:1][C:4]1[CH:5]=[CH:6][C:7]([N:10]2[CH2:11][CH2:12][N:13]([CH2:16][C@@H:17]([OH:19])[CH3:18])[CH2:14][CH2:15]2)=[CH:8][CH:9]=1, predict the reactants needed to synthesize it. (8) Given the product [NH2:1][C:2]1[N:3]=[C:4]([Cl:28])[C:5]2=[C:6]([N:8]([CH2:21][C:64]3[CH:40]=[N:36][N:58]([CH3:59])[CH:62]=3)[C:9](=[O:20])/[C:10]/2=[CH:11]\[C:12]2[NH:16][CH:15]=[C:14]([C:17]([NH:70][CH2:69][CH2:68][N:67]([CH2:71][CH3:72])[CH2:65][CH3:66])=[O:18])[C:13]=2[CH3:73])[N:7]=1, predict the reactants needed to synthesize it. The reactants are: [NH2:1][C:2]1[N:3]=[C:4]([Cl:28])[C:5]2=[C:6]([N:8]([CH2:21]C3C=CN(C)N=3)[C:9](=[O:20])/[C:10]/2=[CH:11]\[C:12]2[NH:16][CH:15]=[C:14]([C:17](O)=[O:18])[CH:13]=2)[N:7]=1.F[P-](F)(F)(F)(F)F.[N:36]1(O[P+](N(C)C)(N(C)C)N(C)C)[C:40]2C=CC=CC=2N=N1.CC[N:58]([CH:62]([CH3:64])C)[CH:59](C)C.[CH2:65]([N:67]([CH2:71][CH3:72])[CH2:68][CH2:69][NH2:70])[CH3:66].[CH3:73]N(C=O)C. (9) Given the product [CH3:23][C:13]1[S:14][C:15]([C:16]2[CH:17]=[C:18]([CH3:22])[CH:19]=[CH:20][CH:21]=2)=[C:11]([C:9]([N:8]2[CH2:7][C@@H:6]3[C@@H:4]([CH2:5]3)[C@H:3]2[CH2:2][NH:1][C:35]([C:34]2[N:28]3[CH:29]=[C:30]([CH3:33])[CH:31]=[CH:32][C:27]3=[N:26][C:25]=2[CH3:24])=[O:36])=[O:10])[N:12]=1, predict the reactants needed to synthesize it. The reactants are: [NH2:1][CH2:2][C@H:3]1[N:8]([C:9]([C:11]2[N:12]=[C:13]([CH3:23])[S:14][C:15]=2[C:16]2[CH:17]=[C:18]([CH3:22])[CH:19]=[CH:20][CH:21]=2)=[O:10])[CH2:7][C@@H:6]2[C@H:4]1[CH2:5]2.[CH3:24][C:25]1[N:26]=[C:27]2[CH:32]=[CH:31][C:30]([CH3:33])=[CH:29][N:28]2[C:34]=1[C:35](O)=[O:36].